From a dataset of Catalyst prediction with 721,799 reactions and 888 catalyst types from USPTO. Predict which catalyst facilitates the given reaction. (1) Reactant: [Br:1][C:2]1[CH:11]=[C:10]2[C:5]([N:6]=[CH:7][C:8]([NH:12][NH2:13])=[N:9]2)=[CH:4][CH:3]=1.[C:14]([O:18][C:19]([N:21]1[CH2:26][CH2:25][CH:24]([C:27](O)=[O:28])[CH2:23][CH2:22]1)=[O:20])([CH3:17])([CH3:16])[CH3:15].CCN=C=NCCCN(C)C.C1C=CC2N(O)N=NC=2C=1. Product: [Br:1][C:2]1[CH:11]=[C:10]2[C:5]([N:6]=[CH:7][C:8]([NH:12][NH:13][C:27]([CH:24]3[CH2:25][CH2:26][N:21]([C:19]([O:18][C:14]([CH3:17])([CH3:16])[CH3:15])=[O:20])[CH2:22][CH2:23]3)=[O:28])=[N:9]2)=[CH:4][CH:3]=1. The catalyst class is: 18. (2) The catalyst class is: 12. Product: [NH2:28][C@@:9]1([C:7]([OH:8])=[O:6])[CH2:14][C@H:13]([S:15][C:16]2[N:20]=[CH:19][NH:18][N:17]=2)[C@@H:12]2[C@H:10]1[C@H:11]2[C:21]([OH:23])=[O:22]. Reactant: Cl.C([O:6][C:7]([C@:9]1([NH:28]C(OC(C)(C)C)=O)[CH2:14][C@H:13]([S:15][C:16]2[N:20]=[CH:19][NH:18][N:17]=2)[C@@H:12]2[C@H:10]1[C@H:11]2[C:21]([O:23]C(C)(C)C)=[O:22])=[O:8])(C)(C)C. (3) Reactant: [N:1]1([C:5]([C:7]2[CH:12]=[CH:11][C:10]([C:13]3[N:17]([C:18]4[CH:23]=[CH:22][CH:21]=[CH:20][C:19]=4[Cl:24])[N:16]=[C:15](C(OC)=O)[CH:14]=3)=[CH:9][CH:8]=2)=[O:6])[CH2:4][CH2:3][CH2:2]1.[CH3:29][Mg]Br.CC[O:34][CH2:35][CH3:36]. The catalyst class is: 1. Product: [N:1]1([C:5]([C:7]2[CH:8]=[CH:9][C:10]([C:13]3[N:17]([C:18]4[CH:23]=[CH:22][CH:21]=[CH:20][C:19]=4[Cl:24])[N:16]=[C:15]([C:35]([OH:34])([CH3:36])[CH3:29])[CH:14]=3)=[CH:11][CH:12]=2)=[O:6])[CH2:2][CH2:3][CH2:4]1. (4) Reactant: S.[C:2]([O:6][C:7]([N:9]1[CH2:14][CH2:13][CH:12]([O:15][C:16]2[CH:21]=[CH:20][C:19]([N:22]([CH2:35][C:36]3[N:40]([CH2:41][C:42](=[O:58])[NH:43][C:44]4[CH:49]=[CH:48][C:47]([O:50][CH2:51][C:52]5[CH:57]=[CH:56][CH:55]=[CH:54][CH:53]=5)=[CH:46][CH:45]=4)[C:39]4[CH:59]=[CH:60][C:61]([C:63]#[N:64])=[CH:62][C:38]=4[N:37]=3)[C:23](=[O:34])[C:24]3[CH:29]=[CH:28][C:27]([C:30]([O:32][CH3:33])=[O:31])=[CH:26][CH:25]=3)=[CH:18][CH:17]=2)[CH2:11][CH2:10]1)=[O:8])([CH3:5])([CH3:4])[CH3:3].[N:65]1C=CC(CCN)=C(CCN)C=1CCN.C([O-])(=O)C.[NH4+]. Product: [C:2]([O:6][C:7]([N:9]1[CH2:14][CH2:13][CH:12]([O:15][C:16]2[CH:17]=[CH:18][C:19]([N:22]([CH2:35][C:36]3[N:40]([CH2:41][C:42](=[O:58])[NH:43][C:44]4[CH:45]=[CH:46][C:47]([O:50][CH2:51][C:52]5[CH:53]=[CH:54][CH:55]=[CH:56][CH:57]=5)=[CH:48][CH:49]=4)[C:39]4[CH:59]=[CH:60][C:61]([C:63]([NH2:65])=[NH:64])=[CH:62][C:38]=4[N:37]=3)[C:23](=[O:34])[C:24]3[CH:25]=[CH:26][C:27]([C:30]([O:32][CH3:33])=[O:31])=[CH:28][CH:29]=3)=[CH:20][CH:21]=2)[CH2:11][CH2:10]1)=[O:8])([CH3:5])([CH3:3])[CH3:4]. The catalyst class is: 8.